From a dataset of Reaction yield outcomes from USPTO patents with 853,638 reactions. Predict the reaction yield, written as a fraction of the theoretical maximum amount of product (1.0 means a 100% yield; for example, 0.34 means a 34% yield). (1) The reactants are [CH2:1]([C@H:5]1[C:10](=[O:11])[NH:9][C@@H:8]([C:12]2[O:16][CH:15]=[N:14][CH:13]=2)[CH2:7][N:6]1[C:17]([O:19]C(C)(C)C)=O)[CH:2]([CH3:4])[CH3:3].[F:24][C:25]1[CH:30]=[C:29]([F:31])[CH:28]=[CH:27][C:26]=1[C:32]1[O:36][N:35]=[C:34](C(O)=O)[CH:33]=1.FC1C=CC(C2ON=C(C(N3C[C@H](C4OC=NC=4)NC(=O)[C@@H]3CC(C)C)=O)C=2)=CC=1. No catalyst specified. The product is [F:24][C:25]1[CH:30]=[C:29]([F:31])[CH:28]=[CH:27][C:26]=1[C:32]1[O:36][N:35]=[C:34]([C:17]([N:6]2[CH2:7][C@H:8]([C:12]3[O:16][CH:15]=[N:14][CH:13]=3)[NH:9][C:10](=[O:11])[C@@H:5]2[CH2:1][CH:2]([CH3:3])[CH3:4])=[O:19])[CH:33]=1. The yield is 0.710. (2) The reactants are [C:1]1([C:7]2[O:11][N:10]=[C:9]([CH:12]([C:14]3[CH:19]=[C:18]([O:20][CH3:21])[C:17]([O:22][CH3:23])=[C:16]([O:24][CH3:25])[CH:15]=3)[OH:13])[CH:8]=2)[CH:6]=[CH:5][CH:4]=[CH:3][CH:2]=1.CC(OI1(OC(C)=O)(OC(C)=O)OC(=O)C2C=CC=CC1=2)=O. The catalyst is C(Cl)Cl. The yield is 0.701. The product is [C:1]1([C:7]2[O:11][N:10]=[C:9]([C:12]([C:14]3[CH:19]=[C:18]([O:20][CH3:21])[C:17]([O:22][CH3:23])=[C:16]([O:24][CH3:25])[CH:15]=3)=[O:13])[CH:8]=2)[CH:6]=[CH:5][CH:4]=[CH:3][CH:2]=1. (3) The reactants are [F:1][CH:2]([F:6])[C:3](F)=O.[N:7]1([CH:13]=[CH:14][C:15]([O:17]C)=[O:16])CCCC[CH2:8]1.C([N:21](CC)CC)C.CNN.[OH-].[Na+]. The catalyst is C1(C)C=CC=CC=1. The product is [F:1][CH:2]([F:6])[C:3]1[C:14]([C:15]([OH:17])=[O:16])=[CH:13][N:7]([CH3:8])[N:21]=1. The yield is 0.650. (4) The reactants are C[O:2][C:3](=O)[C:4]1[CH:9]=[CH:8][CH:7]=[CH:6][C:5]=1[S:10](=[O:28])(=[O:27])[N:11]([CH2:22][C:23]([O:25][CH3:26])=[O:24])[C:12]1[CH:17]=[CH:16][CH:15]=[CH:14][C:13]=1[C:18]([F:21])([F:20])[F:19].CCN(CC)CC.CCOCC.Cl. The catalyst is C(Cl)Cl.Cl[Ti](Cl)(Cl)Cl.O. The product is [CH3:26][O:25][C:23]([C:22]1[N:11]([C:12]2[CH:17]=[CH:16][CH:15]=[CH:14][C:13]=2[C:18]([F:20])([F:21])[F:19])[S:10](=[O:28])(=[O:27])[C:5]2[CH:6]=[CH:7][CH:8]=[CH:9][C:4]=2[C:3]=1[OH:2])=[O:24]. The yield is 0.860. (5) The reactants are [C:1](=[O:4])([O-])[O-].[K+].[K+].[Cl:7][C:8]1[CH:13]=[CH:12][C:11](O)=[CH:10][N:9]=1.CI.CN(C)C=O. The catalyst is C(OCC)(=O)C. The product is [Cl:7][C:8]1[CH:13]=[CH:12][C:11]([O:4][CH3:1])=[CH:10][N:9]=1. The yield is 0.840. (6) The reactants are F[C:2]1[CH:3]=[CH:4][C:5]([N+:18]([O-:20])=[O:19])=[C:6]([NH:8][S:9]([C:12]2[CH:17]=[CH:16][CH:15]=[CH:14][CH:13]=2)(=[O:11])=[O:10])[CH:7]=1.[CH3:21][N:22]1[CH2:27][CH2:26][NH:25][CH2:24][CH2:23]1.[OH-].[Na+]. No catalyst specified. The product is [CH3:21][N:22]1[CH2:27][CH2:26][N:25]([C:2]2[CH:3]=[CH:4][C:5]([N+:18]([O-:20])=[O:19])=[C:6]([NH:8][S:9]([C:12]3[CH:17]=[CH:16][CH:15]=[CH:14][CH:13]=3)(=[O:11])=[O:10])[CH:7]=2)[CH2:24][CH2:23]1. The yield is 0.780. (7) The reactants are [CH2:1]([S:8][C:9]1[CH:18]=[C:17]2[C:12]([C:13](Br)=[C:14]([Br:19])[CH:15]=[N:16]2)=[CH:11][CH:10]=1)[C:2]1[CH:7]=[CH:6][CH:5]=[CH:4][CH:3]=1.[Cl:21][C:22]1[CH:27]=[C:26](B(O)O)[C:25]([O:31][CH3:32])=[CH:24][C:23]=1[C:33]1[CH:38]=[CH:37][CH:36]=[C:35]([F:39])[CH:34]=1.[OH-].[K+]. The catalyst is C1C=CC([P]([Pd]([P](C2C=CC=CC=2)(C2C=CC=CC=2)C2C=CC=CC=2)([P](C2C=CC=CC=2)(C2C=CC=CC=2)C2C=CC=CC=2)[P](C2C=CC=CC=2)(C2C=CC=CC=2)C2C=CC=CC=2)(C2C=CC=CC=2)C2C=CC=CC=2)=CC=1.O1CCOCC1. The product is [CH2:1]([S:8][C:9]1[CH:18]=[C:17]2[C:12]([C:13]([C:26]3[C:25]([O:31][CH3:32])=[CH:24][C:23]([C:33]4[CH:38]=[CH:37][CH:36]=[C:35]([F:39])[CH:34]=4)=[C:22]([Cl:21])[CH:27]=3)=[C:14]([Br:19])[CH:15]=[N:16]2)=[CH:11][CH:10]=1)[C:2]1[CH:7]=[CH:6][CH:5]=[CH:4][CH:3]=1. The yield is 0.750. (8) The reactants are [I-].[NH2:2][N+:3]1[CH:8]=[CH:7][C:6]([O:9][CH3:10])=[CH:5][CH:4]=1.C(=O)([O-])[O-].[K+].[K+].[C:17]([O:21][CH3:22])(=[O:20])[C:18]#[CH:19]. The catalyst is CN(C=O)C. The product is [CH3:22][O:21][C:17]([C:18]1[CH:19]=[N:2][N:3]2[CH:8]=[CH:7][C:6]([O:9][CH3:10])=[CH:5][C:4]=12)=[O:20]. The yield is 0.310. (9) The reactants are [O:1]=[C:2]1[C:7]([NH:8][CH2:9][CH2:10][C:11]2[CH:16]=[CH:15][CH:14]=[CH:13][N:12]=2)=[N:6][CH:5]=[CH:4][N:3]1[CH2:17][CH2:18][O:19][C:20](=[O:22])[CH3:21].[Cl:23]N1C(=O)CCC1=O. The catalyst is ClCCCl. The product is [Cl:23][C:4]1[N:3]([CH2:17][CH2:18][O:19][C:20](=[O:22])[CH3:21])[C:2](=[O:1])[C:7]([NH:8][CH2:9][CH2:10][C:11]2[CH:16]=[CH:15][CH:14]=[CH:13][N:12]=2)=[N:6][CH:5]=1. The yield is 0.820. (10) The reactants are C([O:3][C:4]([C:6]1[CH:11]=[CH:10][C:9]([F:12])=[CH:8][N:7]=1)=O)C.C1(C)C=CC=CC=1. The catalyst is ClCCl.CC(C[AlH]CC(C)C)C. The product is [F:12][C:9]1[CH:10]=[CH:11][C:6]([CH:4]=[O:3])=[N:7][CH:8]=1. The yield is 0.547.